Task: Predict which catalyst facilitates the given reaction.. Dataset: Catalyst prediction with 721,799 reactions and 888 catalyst types from USPTO (1) Reactant: Cl[C:2]1[N:7]=[CH:6][C:5]([O:8][CH2:9][C@@H:10]([NH:21]C(=O)OC(C)(C)C)[CH2:11][C:12]2[C:20]3[C:15](=[CH:16][CH:17]=[CH:18][CH:19]=3)[NH:14][CH:13]=2)=[CH:4][C:3]=1[C:29]1[N:34]=[C:33]2[C:35]([CH3:38])=[N:36][NH:37][C:32]2=[CH:31][CH:30]=1.C(O)(C(F)(F)F)=O.Cl. Product: [NH:14]1[C:15]2[C:20](=[CH:19][CH:18]=[CH:17][CH:16]=2)[C:12]([CH2:11][C@H:10]([NH2:21])[CH2:9][O:8][C:5]2[CH:6]=[N:7][CH:2]=[C:3]([C:29]3[N:34]=[C:33]4[C:35]([CH3:38])=[N:36][NH:37][C:32]4=[CH:31][CH:30]=3)[CH:4]=2)=[CH:13]1. The catalyst class is: 12. (2) Reactant: [CH2:1]([O:3][C:4]1[CH:10]=[C:9]([C:11]2[CH:16]=[CH:15][N:14]=[CH:13][CH:12]=2)[CH:8]=[CH:7][C:5]=1[NH2:6])[CH3:2].[F:17][C:18]([F:29])([F:28])[C:19](O[C:19](=[O:20])[C:18]([F:29])([F:28])[F:17])=[O:20]. Product: [CH2:1]([O:3][C:4]1[CH:10]=[C:9]([C:11]2[CH:12]=[CH:13][N:14]=[CH:15][CH:16]=2)[CH:8]=[CH:7][C:5]=1[NH:6][C:19](=[O:20])[C:18]([F:29])([F:28])[F:17])[CH3:2]. The catalyst class is: 1. (3) Reactant: [CH3:1][N:2]([C@@H:4]1[C:24]([OH:25])=[C:23]([C:26]([NH2:28])=[O:27])[C:21](=[O:22])[C@:20]2([OH:29])[C@H:5]1[C@@H:6]([OH:33])[C@H:7]1[C:18](=[C:19]2[OH:30])[C:16](=[O:17])[C:15]2[C:14]([OH:31])=[CH:13][CH:12]=[C:11]([Cl:32])[C:10]=2[C:8]1=[CH2:9])[CH3:3].C1C(S(O)(=O)=O)=CC(C(O)=O)=C(O)C=1.C[C@]1(O)[C@@H]2C(=C(O)[C@]3(O)C(=O)C(C(N)=O)=C(O)[C@@H](N(C)C)[C@@H]3C2)C(=O)C2C(O)=CC=CC1=2. Product: [CH3:1][N:2]([C@@H:4]1[C:24]([OH:25])=[C:23]([C:26]([NH2:28])=[O:27])[C:21](=[O:22])[C@:20]2([OH:29])[C@H:5]1[C@@H:6]([OH:33])[C@H:7]1[C:18](=[C:19]2[OH:30])[C:16](=[O:17])[C:15]2[C:14]([OH:31])=[CH:13][CH:12]=[C:11]([Cl:32])[C:10]=2[C:8]1=[CH2:9])[CH3:3]. The catalyst class is: 6. (4) Reactant: [CH2:1]([O:8][C:9]1[N:18]=[C:17]([C:19]2[CH:20]=[C:21]3[C:25](=[CH:26][CH:27]=2)[N:24]([CH3:28])[CH:23]=[CH:22]3)[C:16]([CH2:29][CH3:30])=[C:15]([O:31][CH2:32][C:33]2[CH:38]=[CH:37][CH:36]=[CH:35][CH:34]=2)[C:10]=1[C:11]([O:13][CH3:14])=[O:12])[C:2]1[CH:7]=[CH:6][CH:5]=[CH:4][CH:3]=1.C1C(=O)N([Cl:46])C(=O)C1. Product: [CH2:1]([O:8][C:9]1[N:18]=[C:17]([C:19]2[CH:20]=[C:21]3[C:25](=[CH:26][CH:27]=2)[N:24]([CH3:28])[CH:23]=[C:22]3[Cl:46])[C:16]([CH2:29][CH3:30])=[C:15]([O:31][CH2:32][C:33]2[CH:34]=[CH:35][CH:36]=[CH:37][CH:38]=2)[C:10]=1[C:11]([O:13][CH3:14])=[O:12])[C:2]1[CH:7]=[CH:6][CH:5]=[CH:4][CH:3]=1. The catalyst class is: 23. (5) Reactant: [NH2:1][C:2]1[NH:3][C:4](=[O:30])[C:5]([N+:27]([O-:29])=[O:28])=[C:6]([C:8]([C:25]#[N:26])([CH2:14][C:15]2[CH:20]=[CH:19][C:18]([O:21][CH3:22])=[C:17]([O:23][CH3:24])[CH:16]=2)C(OCC)=O)[N:7]=1.Cl. Product: [NH2:1][C:2]1[NH:3][C:4](=[O:30])[C:5]([N+:27]([O-:29])=[O:28])=[C:6]([CH:8]([CH2:14][C:15]2[CH:20]=[CH:19][C:18]([O:21][CH3:22])=[C:17]([O:23][CH3:24])[CH:16]=2)[C:25]#[N:26])[N:7]=1. The catalyst class is: 74. (6) The catalyst class is: 79. Reactant: [I:1][C:2]1[C:6]2[N:7]=[C:8]([NH:11][C:12]3[CH:17]=[CH:16][C:15]([O:18][CH2:19][CH2:20][O:21][CH3:22])=[CH:14][CH:13]=3)[N:9]=[CH:10][C:5]=2[NH:4][CH:3]=1.CCN(C(C)C)C(C)C.[C:32]1([S:38](Cl)(=[O:40])=[O:39])[CH:37]=[CH:36][CH:35]=[CH:34][CH:33]=1. Product: [I:1][C:2]1[C:6]2[N:7]=[C:8]([NH:11][C:12]3[CH:13]=[CH:14][C:15]([O:18][CH2:19][CH2:20][O:21][CH3:22])=[CH:16][CH:17]=3)[N:9]=[CH:10][C:5]=2[N:4]([S:38]([C:32]2[CH:37]=[CH:36][CH:35]=[CH:34][CH:33]=2)(=[O:40])=[O:39])[CH:3]=1. (7) Reactant: Br[CH2:2][CH:3]1[O:8][C:7]2=[CH:9][S:10][CH:11]=[C:6]2[O:5][CH2:4]1.[C:12]([O-:20])(=[O:19])[C:13]1[CH:18]=[CH:17][CH:16]=[CH:15][CH:14]=1.[NH4+].CS(C)=O. Product: [C:12]([O:20][CH2:2][CH:3]1[CH2:4][O:5][C:6]2=[CH:11][S:10][CH:9]=[C:7]2[O:8]1)(=[O:19])[C:13]1[CH:18]=[CH:17][CH:16]=[CH:15][CH:14]=1. The catalyst class is: 6. (8) The catalyst class is: 12. Reactant: O[C:2]1([C:15]2[CH:20]=[CH:19][C:18]([O:21][CH3:22])=[CH:17][C:16]=2[CH3:23])[CH2:7][CH2:6][N:5](C(OC(C)(C)C)=O)[CH2:4][CH2:3]1.[ClH:24]. Product: [ClH:24].[CH3:22][O:21][C:18]1[CH:19]=[CH:20][C:15]([C:2]2[CH2:7][CH2:6][NH:5][CH2:4][CH:3]=2)=[C:16]([CH3:23])[CH:17]=1. (9) Reactant: [NH2:1][C:2]1[CH:7]=[CH:6][C:5]([N:8]([CH2:30][C:31]2[CH:36]=[CH:35][CH:34]=[C:33]([C:37]#[N:38])[CH:32]=2)[CH:9]2[CH2:14][CH2:13][N:12]([CH:15]([CH3:29])[CH2:16][CH2:17][NH:18][C:19](=[O:28])[C:20]3[C:25]([CH3:26])=[CH:24][CH:23]=[CH:22][C:21]=3[CH3:27])[CH2:11][CH2:10]2)=[CH:4][CH:3]=1.CCN(CC)CC.[C:46](O[C:46]([C:48]([F:51])([F:50])[F:49])=[O:47])([C:48]([F:51])([F:50])[F:49])=[O:47]. Product: [C:37]([C:33]1[CH:32]=[C:31]([CH:36]=[CH:35][CH:34]=1)[CH2:30][N:8]([C:5]1[CH:6]=[CH:7][C:2]([NH:1][C:46](=[O:47])[C:48]([F:51])([F:50])[F:49])=[CH:3][CH:4]=1)[CH:9]1[CH2:10][CH2:11][N:12]([CH:15]([CH3:29])[CH2:16][CH2:17][NH:18][C:19](=[O:28])[C:20]2[C:21]([CH3:27])=[CH:22][CH:23]=[CH:24][C:25]=2[CH3:26])[CH2:13][CH2:14]1)#[N:38]. The catalyst class is: 2. (10) Reactant: [CH3:1][O:2][C:3](=[O:40])[C@@H:4]([NH:32]C(OC(C)(C)C)=O)[CH2:5][C:6]1[CH:31]=[CH:30][C:9]2[O:10][C@H:11]([C:14]3[CH:19]=[CH:18][C:17]([O:20][CH2:21][C:22]4[CH:27]=[CH:26][C:25]([Cl:28])=[C:24]([Cl:29])[CH:23]=4)=[CH:16][CH:15]=3)[CH2:12][O:13][C:8]=2[CH:7]=1.Cl. Product: [ClH:28].[CH3:1][O:2][C:3](=[O:40])[C@@H:4]([NH2:32])[CH2:5][C:6]1[CH:31]=[CH:30][C:9]2[O:10][C@H:11]([C:14]3[CH:19]=[CH:18][C:17]([O:20][CH2:21][C:22]4[CH:27]=[CH:26][C:25]([Cl:28])=[C:24]([Cl:29])[CH:23]=4)=[CH:16][CH:15]=3)[CH2:12][O:13][C:8]=2[CH:7]=1. The catalyst class is: 2.